This data is from Forward reaction prediction with 1.9M reactions from USPTO patents (1976-2016). The task is: Predict the product of the given reaction. (1) Given the reactants [C:1]([CH2:3][CH2:4][N:5]([CH2:10][C:11]1[CH:16]=[CH:15][CH:14]=[CH:13][CH:12]=1)[CH2:6][CH2:7][C:8]#[N:9])#[N:2].[H][H], predict the reaction product. The product is: [NH2:9][CH2:8][CH2:7][CH2:6][N:5]([CH2:10][C:11]1[CH:16]=[CH:15][CH:14]=[CH:13][CH:12]=1)[CH2:4][CH2:3][CH2:1][NH2:2]. (2) Given the reactants [Cl:1][C:2]1[CH:3]=[CH:4][C:5]2[N:11]([C:12](=[O:28])[C:13]3[CH:18]=[CH:17][C:16]([NH:19][C:20](=[O:25])[C:21]([F:24])([F:23])[F:22])=[CH:15][C:14]=3[O:26][CH3:27])[CH2:10][CH2:9][CH2:8][CH:7]([CH2:29][C:30]([N:32]3[CH2:37][CH2:36][N:35]([CH3:38])[CH2:34][CH2:33]3)=[O:31])[C:6]=2[CH:39]=1.C1(P(C2C=CC=CC=2)C2C=CC=CC=2)C=CC=CC=1.O[CH2:60][CH2:61][O:62][C:63]1[CH:68]=[CH:67][CH:66]=[CH:65][C:64]=1[CH3:69].N(C(OCC)=O)=NC(OCC)=O, predict the reaction product. The product is: [Cl:1][C:2]1[CH:3]=[CH:4][C:5]2[N:11]([C:12](=[O:28])[C:13]3[CH:18]=[CH:17][C:16]([N:19]([CH2:60][CH2:61][O:62][C:63]4[CH:68]=[CH:67][CH:66]=[CH:65][C:64]=4[CH3:69])[C:20](=[O:25])[C:21]([F:24])([F:23])[F:22])=[CH:15][C:14]=3[O:26][CH3:27])[CH2:10][CH2:9][CH2:8][CH:7]([CH2:29][C:30]([N:32]3[CH2:33][CH2:34][N:35]([CH3:38])[CH2:36][CH2:37]3)=[O:31])[C:6]=2[CH:39]=1. (3) Given the reactants [I:1]([OH:5])(=[O:4])(=[O:3])=[O:2].[O-2:6].[O-2].[O-2].[Cr+6:9], predict the reaction product. The product is: [I:1]([OH:5])(=[O:4])(=[O:3])=[O:2].[O-2:6].[O-2:2].[O-2:2].[Cr+6:9]. (4) Given the reactants Br[C:2]1[CH:7]=[N:6][C:5]([N:8]2[C:12]([CH3:13])=[CH:11][CH:10]=[C:9]2[CH3:14])=[CH:4][N:3]=1.[Si:15]([O:22][C@H:23]1[CH2:28][CH2:27][C@@H:26]([C:29]([O:31][CH2:32][CH3:33])=[O:30])[CH2:25][C@@H:24]1[F:34])([C:18]([CH3:21])([CH3:20])[CH3:19])([CH3:17])[CH3:16].C[Si]([N-][Si](C)(C)C)(C)C.[Na+], predict the reaction product. The product is: [Si:15]([O:22][C@H:23]1[CH2:28][CH2:27][C:26]([C:2]2[CH:7]=[N:6][C:5]([N:8]3[C:12]([CH3:13])=[CH:11][CH:10]=[C:9]3[CH3:14])=[CH:4][N:3]=2)([C:29]([O:31][CH2:32][CH3:33])=[O:30])[CH2:25][C@@H:24]1[F:34])([C:18]([CH3:21])([CH3:20])[CH3:19])([CH3:17])[CH3:16]. (5) Given the reactants C([O:3][C:4](=[O:18])[CH:5]([C:11]1[C:16]([Cl:17])=[N:15][CH:14]=[CH:13][N:12]=1)C(OCC)=O)C.[OH-].[Na+].Cl.C(OCC)C, predict the reaction product. The product is: [Cl:17][C:16]1[C:11]([CH2:5][C:4]([OH:18])=[O:3])=[N:12][CH:13]=[CH:14][N:15]=1. (6) The product is: [CH:45]1([CH2:44][NH:43][C:41]([N:38]2[CH2:39][CH2:40][CH:35]([NH:34][C:33]3[CH:50]=[CH:51][C:30]([CH2:29][CH2:28][NH:27][CH2:26][C@H:25]([OH:52])[CH2:24][O:23][C:22]4[CH:21]=[CH:20][C:19]([OH:18])=[CH:54][CH:53]=4)=[CH:31][CH:32]=3)[CH2:36][CH2:37]2)=[O:42])[CH2:49][CH2:48][CH2:47][CH2:46]1. Given the reactants [Si]([O:18][C:19]1[CH:54]=[CH:53][C:22]([O:23][CH2:24][C@@H:25]([OH:52])[CH2:26][NH:27][CH2:28][CH2:29][C:30]2[CH:51]=[CH:50][C:33]([NH:34][CH:35]3[CH2:40][CH2:39][N:38]([C:41]([NH:43][CH2:44][CH:45]4[CH2:49][CH2:48][CH2:47][CH2:46]4)=[O:42])[CH2:37][CH2:36]3)=[CH:32][CH:31]=2)=[CH:21][CH:20]=1)(C(C)(C)C)(C1C=CC=CC=1)C1C=CC=CC=1, predict the reaction product.